This data is from Catalyst prediction with 721,799 reactions and 888 catalyst types from USPTO. The task is: Predict which catalyst facilitates the given reaction. (1) Reactant: [OH-].[Na+].[O:3]=[S:4]1(=[O:36])[C:10]2[CH:11]=[C:12]([O:16][CH:17]([C:19]([O:21]CC)=[O:20])[CH3:18])[C:13]([Br:15])=[CH:14][C:9]=2[N:8]([C:24]2[CH:29]=[CH:28][CH:27]=[CH:26][CH:25]=2)[CH2:7][C:6]([CH2:32][CH2:33][CH2:34][CH3:35])([CH2:30][CH3:31])[CH2:5]1.CC(O)=O. Product: [O:36]=[S:4]1(=[O:3])[C:10]2[CH:11]=[C:12]([O:16][CH:17]([C:19]([OH:21])=[O:20])[CH3:18])[C:13]([Br:15])=[CH:14][C:9]=2[N:8]([C:24]2[CH:29]=[CH:28][CH:27]=[CH:26][CH:25]=2)[CH2:7][C:6]([CH2:32][CH2:33][CH2:34][CH3:35])([CH2:30][CH3:31])[CH2:5]1. The catalyst class is: 14. (2) Reactant: [OH-].[Na+].Cl.[Cl:4][CH2:5][CH2:6][NH2:7].[I:8][C:9]1[CH:17]=[CH:16][C:12]([C:13](Cl)=[O:14])=[CH:11][CH:10]=1. Product: [Cl:4][CH2:5][CH2:6][NH:7][C:13](=[O:14])[C:12]1[CH:16]=[CH:17][C:9]([I:8])=[CH:10][CH:11]=1. The catalyst class is: 12. (3) Reactant: [C:1]([O:5][C:6](=[O:36])[NH:7][C@H:8]([CH2:24][N:25]1C(=O)C2C(=CC=CC=2)C1=O)[CH2:9][CH2:10][CH2:11][CH2:12][NH:13][C:14]([O:16][CH2:17][C:18]1[CH:23]=[CH:22][CH:21]=[CH:20][CH:19]=1)=[O:15])([CH3:4])([CH3:3])[CH3:2].O.NN. Product: [C:1]([O:5][C:6](=[O:36])[NH:7][C@H:8]([CH2:24][NH2:25])[CH2:9][CH2:10][CH2:11][CH2:12][NH:13][C:14]([O:16][CH2:17][C:18]1[CH:19]=[CH:20][CH:21]=[CH:22][CH:23]=1)=[O:15])([CH3:4])([CH3:2])[CH3:3]. The catalyst class is: 497.